This data is from Forward reaction prediction with 1.9M reactions from USPTO patents (1976-2016). The task is: Predict the product of the given reaction. (1) Given the reactants [Cl:1][C:2]1[CH:40]=[CH:39][C:5]([CH2:6][N:7]([CH2:35][CH:36]([CH3:38])[CH3:37])[S:8]([C:11]2[CH:16]=[CH:15][C:14]([O:17][C@@H:18]3[CH2:23][CH2:22][NH:21][CH2:20][C@H:19]3[O:24][Si:25]([CH:32]([CH3:34])[CH3:33])([CH:29]([CH3:31])[CH3:30])[CH:26]([CH3:28])[CH3:27])=[CH:13][CH:12]=2)(=[O:10])=[O:9])=[CH:4][CH:3]=1.CCN(C(C)C)C(C)C.[CH3:50][S:51](Cl)(=[O:53])=[O:52].C([O-])(O)=O.[Na+], predict the reaction product. The product is: [Cl:1][C:2]1[CH:3]=[CH:4][C:5]([CH2:6][N:7]([CH2:35][CH:36]([CH3:38])[CH3:37])[S:8]([C:11]2[CH:12]=[CH:13][C:14]([O:17][C@@H:18]3[CH2:23][CH2:22][N:21]([S:51]([CH3:50])(=[O:53])=[O:52])[CH2:20][C@H:19]3[O:24][Si:25]([CH:32]([CH3:34])[CH3:33])([CH:29]([CH3:30])[CH3:31])[CH:26]([CH3:28])[CH3:27])=[CH:15][CH:16]=2)(=[O:9])=[O:10])=[CH:39][CH:40]=1. (2) Given the reactants C(NC(C)C)(C)C.C([Li])CCC.[Cl:13][C:14]1[CH:15]=[N:16][CH:17]=[CH:18][C:19]=1[Cl:20].CN([CH:24]=[O:25])C.[Cl-].[NH4+], predict the reaction product. The product is: [Cl:20][C:19]1[C:14]([Cl:13])=[CH:15][N:16]=[CH:17][C:18]=1[CH:24]=[O:25]. (3) The product is: [S:1]([O-:5])([OH:4])(=[O:3])=[O:2].[Cs+:6].[N:7]1[C:11]2[CH:12]=[CH:13][CH:14]=[CH:15][C:10]=2[NH:9][CH:8]=1. Given the reactants [S:1]([O-:5])([OH:4])(=[O:3])=[O:2].[Cs+:6].[N:7]1[C:11]2[CH:12]=[CH:13][CH:14]=[CH:15][C:10]=2[NH:9][CH:8]=1, predict the reaction product. (4) Given the reactants [N+:1]([C:4]1[CH:12]=[C:11]2[C:7]([CH:8]=[CH:9][NH:10]2)=[CH:6][CH:5]=1)([O-])=O.Br[CH2:14][CH2:15][O:16][CH2:17][CH3:18], predict the reaction product. The product is: [CH2:15]([O:16][CH2:17][CH2:18][C:8]1[C:7]2[C:11](=[CH:12][C:4]([NH2:1])=[CH:5][CH:6]=2)[NH:10][CH:9]=1)[CH3:14].